From a dataset of Reaction yield outcomes from USPTO patents with 853,638 reactions. Predict the reaction yield, written as a fraction of the theoretical maximum amount of product (1.0 means a 100% yield; for example, 0.34 means a 34% yield). (1) The reactants are NC1(C2C=CC(C3C(=O)C4C(OC=3C3C=CC=CC=3)=C3C(=CC=4)NN=C3)=CC=2)CCC1.C(OC(=O)[NH:38][C:39]1([C:43]2[CH:48]=[CH:47][C:46]([C:49]3[C:54](=[O:55])[C:53]4[CH:56]=[CH:57][C:58]5[N:59]=[CH:60][N:61]([CH3:63])[C:62]=5[C:52]=4[O:51][C:50]=3[C:64]3[CH:69]=[CH:68][CH:67]=[CH:66][CH:65]=3)=[CH:45][CH:44]=2)[CH2:42][CH2:41][CH2:40]1)(C)(C)C. The yield is 0.850. No catalyst specified. The product is [NH2:38][C:39]1([C:43]2[CH:44]=[CH:45][C:46]([C:49]3[C:54](=[O:55])[C:53]4[CH:56]=[CH:57][C:58]5[N:59]=[CH:60][N:61]([CH3:63])[C:62]=5[C:52]=4[O:51][C:50]=3[C:64]3[CH:69]=[CH:68][CH:67]=[CH:66][CH:65]=3)=[CH:47][CH:48]=2)[CH2:40][CH2:41][CH2:42]1. (2) The reactants are [CH2:1]([O:8][C:9]([NH:11][C@H:12]1[CH2:16][CH2:15][N:14]([C@H:17]2[CH2:22][CH2:21][C@@H:20]([NH:23]C(OC(C)(C)C)=O)[CH2:19][C@H:18]2[C:31]([O:33][CH3:34])=[O:32])[C:13]1=[O:35])=[O:10])[C:2]1[CH:7]=[CH:6][CH:5]=[CH:4][CH:3]=1.C(O)(C(F)(F)F)=O. The catalyst is C(Cl)Cl. The product is [NH2:23][C@H:20]1[CH2:19][C@@H:18]([C:31]([O:33][CH3:34])=[O:32])[C@@H:17]([N:14]2[CH2:15][CH2:16][C@H:12]([NH:11][C:9]([O:8][CH2:1][C:2]3[CH:7]=[CH:6][CH:5]=[CH:4][CH:3]=3)=[O:10])[C:13]2=[O:35])[CH2:22][CH2:21]1. The yield is 0.590. (3) The reactants are [OH:1][CH:2]([C:6]1[C:11]2[S:12][CH:13]=[CH:14][C:10]=2[C:9]([OH:15])=[CH:8][CH:7]=1)C([O-])=O.C([NH+:20]([CH2:25][CH2:26][CH2:27]C)[CH2:21][CH2:22][CH2:23][CH3:24])CCC.[CH:29](O)([CH3:31])[CH3:30].S(=O)(=O)(O)O.[C:38](OC(C)C)(=[O:40])[CH3:39]. The catalyst is CN(C=O)C.S([O-])([O-])(=O)=O.[Fe+3].S([O-])([O-])(=O)=O.S([O-])([O-])(=O)=O.[Fe+3].O.C1(C)C=CC=CC=1. The product is [CH3:39][C:38]1[O:40][C:21]([C:22]2[CH:23]=[CH:24][CH:31]=[CH:29][CH:30]=2)=[N:20][C:25]=1[CH2:26][CH2:27][O:15][C:9]1[C:10]2[CH:14]=[CH:13][S:12][C:11]=2[C:6]([CH:2]=[O:1])=[CH:7][CH:8]=1. The yield is 0.845. (4) The reactants are [Si:1]([O:8]S(C(F)(F)F)(=O)=O)([C:4]([CH3:7])([CH3:6])[CH3:5])([CH3:3])[CH3:2].C(N(CC)CC)C.[CH3:23][O:24][C:25](=[O:37])[CH2:26][C:27]1[CH:32]=[C:31]([O:33][CH3:34])[C:30](O)=[C:29]([Br:36])[CH:28]=1.C(=O)(O)[O-].[Na+]. The catalyst is ClCCl. The product is [CH3:23][O:24][C:25](=[O:37])[CH2:26][C:27]1[CH:32]=[C:31]([O:33][CH3:34])[C:30]([O:8][Si:1]([C:4]([CH3:7])([CH3:6])[CH3:5])([CH3:3])[CH3:2])=[C:29]([Br:36])[CH:28]=1. The yield is 0.910.